Dataset: Forward reaction prediction with 1.9M reactions from USPTO patents (1976-2016). Task: Predict the product of the given reaction. Given the reactants [Cl:1][C:2]1[C:3]([O:11][CH:12]2[CH2:15][O:14][CH2:13]2)=[CH:4][C:5]([C:8]([OH:10])=O)=[N:6][CH:7]=1.CN(C(ON1N=NC2C=CC=NC1=2)=[N+](C)C)C.F[P-](F)(F)(F)(F)F.CCN(C(C)C)C(C)C.[NH2:49][C@@H:50]([C:55]([CH3:58])([CH3:57])[CH3:56])[C:51]([NH:53][CH3:54])=[O:52], predict the reaction product. The product is: [CH3:56][C:55]([CH3:58])([CH3:57])[C@H:50]([NH:49][C:8]([C:5]1[CH:4]=[C:3]([O:11][CH:12]2[CH2:15][O:14][CH2:13]2)[C:2]([Cl:1])=[CH:7][N:6]=1)=[O:10])[C:51](=[O:52])[NH:53][CH3:54].